The task is: Regression. Given two drug SMILES strings and cell line genomic features, predict the synergy score measuring deviation from expected non-interaction effect.. This data is from NCI-60 drug combinations with 297,098 pairs across 59 cell lines. Drug 1: C1=CC(=CC=C1CCCC(=O)O)N(CCCl)CCCl. Drug 2: C1CN(CCN1C(=O)CCBr)C(=O)CCBr. Cell line: HT29. Synergy scores: CSS=31.7, Synergy_ZIP=1.61, Synergy_Bliss=5.88, Synergy_Loewe=-5.86, Synergy_HSA=7.83.